From a dataset of Full USPTO retrosynthesis dataset with 1.9M reactions from patents (1976-2016). Predict the reactants needed to synthesize the given product. (1) Given the product [CH:44]1([S:47]([C:50]2[CH:51]=[C:52]([NH:53][C:12]3[C:21]4[C:20](=[O:22])[N:19]([CH2:23][C:24]5[CH:29]=[CH:28][C:27]([O:30][CH3:31])=[CH:26][CH:25]=5)[C:18](=[O:32])[N:17]([C:33]5[CH:38]=[CH:37][C:36]([I:39])=[CH:35][C:34]=5[F:40])[C:16]=4[N:15]([CH3:41])[C:14](=[O:42])[C:13]=3[CH3:43])[CH:54]=[CH:55][CH:56]=2)(=[O:49])=[O:48])[CH2:46][CH2:45]1, predict the reactants needed to synthesize it. The reactants are: CC1C=CC(S(O[C:12]2[C:21]3[C:20](=[O:22])[N:19]([CH2:23][C:24]4[CH:29]=[CH:28][C:27]([O:30][CH3:31])=[CH:26][CH:25]=4)[C:18](=[O:32])[N:17]([C:33]4[CH:38]=[CH:37][C:36]([I:39])=[CH:35][C:34]=4[F:40])[C:16]=3[N:15]([CH3:41])[C:14](=[O:42])[C:13]=2[CH3:43])(=O)=O)=CC=1.[CH:44]1([S:47]([C:50]2[CH:51]=[C:52]([CH:54]=[CH:55][CH:56]=2)[NH2:53])(=[O:49])=[O:48])[CH2:46][CH2:45]1.N1C(C)=CC=CC=1C.O. (2) Given the product [CH2:31]1[C:32]2[C:37](=[CH:36][CH:35]=[CH:34][CH:33]=2)[CH2:38][N:30]1[C:28]([C:22]1[CH:23]=[C:24]2[C:19](=[CH:20][C:21]=1[CH3:39])[N:18]1[C:14]([C@@H:10]3[CH2:11][CH2:12][CH2:13][C@@H:9]3[OH:8])=[N:15][CH:16]=[C:17]1[C:26](=[O:27])[NH:25]2)=[O:29], predict the reactants needed to synthesize it. The reactants are: [Si]([O:8][C@H:9]1[CH2:13][CH2:12][CH2:11][C@H:10]1[C:14]1[N:18]2[C:19]3[C:24]([NH:25][C:26](=[O:27])[C:17]2=[CH:16][N:15]=1)=[CH:23][C:22]([C:28]([N:30]1[CH2:38][C:37]2[C:32](=[CH:33][CH:34]=[CH:35][CH:36]=2)[CH2:31]1)=[O:29])=[C:21]([CH3:39])[CH:20]=3)(C(C)(C)C)(C)C.Cl.